From a dataset of Reaction yield outcomes from USPTO patents with 853,638 reactions. Predict the reaction yield, written as a fraction of the theoretical maximum amount of product (1.0 means a 100% yield; for example, 0.34 means a 34% yield). The catalyst is C(OCC)(=O)C. The reactants are [Cl:1][C:2]1[CH:10]=[CH:9][C:8]([C:11]2[CH:12]=[CH:13][C:14]3[O:18][C:17]([C:19]4[CH:24]=[CH:23][C:22]([F:25])=[CH:21][CH:20]=4)=[C:16]([C:26](=[O:29])[NH:27][CH3:28])[C:15]=3[CH:30]=2)=[CH:7][C:3]=1[C:4](O)=[O:5].[N:31]1[CH:36]=[CH:35][CH:34]=[CH:33][C:32]=1[C:37]1([NH2:40])[CH2:39][CH2:38]1.CN(C=O)C.CN(C(ON1N=NC2C=CC=NC1=2)=[N+](C)C)C.F[P-](F)(F)(F)(F)F. The product is [Cl:1][C:2]1[CH:10]=[CH:9][C:8]([C:11]2[CH:12]=[CH:13][C:14]3[O:18][C:17]([C:19]4[CH:20]=[CH:21][C:22]([F:25])=[CH:23][CH:24]=4)=[C:16]([C:26]([NH:27][CH3:28])=[O:29])[C:15]=3[CH:30]=2)=[CH:7][C:3]=1[C:4](=[O:5])[NH:40][C:37]1([C:32]2[CH:33]=[CH:34][CH:35]=[CH:36][N:31]=2)[CH2:39][CH2:38]1. The yield is 0.664.